Dataset: TCR-epitope binding with 47,182 pairs between 192 epitopes and 23,139 TCRs. Task: Binary Classification. Given a T-cell receptor sequence (or CDR3 region) and an epitope sequence, predict whether binding occurs between them. (1) The epitope is FLLNKEMYL. The TCR CDR3 sequence is CASSFRDGYTGELFF. Result: 0 (the TCR does not bind to the epitope). (2) The epitope is LLQTGIHVRVSQPSL. The TCR CDR3 sequence is CASSQGHGTNTEAFF. Result: 0 (the TCR does not bind to the epitope). (3) Result: 0 (the TCR does not bind to the epitope). The epitope is NLSALGIFST. The TCR CDR3 sequence is CASSYSPGLYEQYF. (4) The epitope is PKYVKQNTLKLAT. The TCR CDR3 sequence is CASSFVGGLTEFF. Result: 0 (the TCR does not bind to the epitope). (5) The epitope is KAFSPEVIPMF. The TCR CDR3 sequence is CASSKRASGGTDTQYF. Result: 0 (the TCR does not bind to the epitope).